Predict which catalyst facilitates the given reaction. From a dataset of Catalyst prediction with 721,799 reactions and 888 catalyst types from USPTO. (1) Reactant: [Cl:1][C:2]1[CH:7]=[C:6]([O:8][C:9]([F:12])([F:11])[F:10])[CH:5]=[C:4]([Cl:13])[C:3]=1[NH:14][C:15]([NH:17][C:18]1[S:19][C:20]([C:26]2[CH:31]=[CH:30][C:29]([O:32][C:33]([F:36])([F:35])[F:34])=[CH:28][CH:27]=2)=[CH:21][C:22]=1[C:23](O)=[O:24])=[O:16].CN(C(ON1N=NC2C=CC=NC1=2)=[N+](C)C)C.F[P-](F)(F)(F)(F)F.CCN(C(C)C)C(C)C.Cl.[NH2:71][C@@H:72]([CH:77]1[CH2:82][CH2:81][CH2:80][CH2:79][CH2:78]1)[C:73]([O:75][CH3:76])=[O:74]. Product: [CH:77]1([C@H:72]([NH:71][C:23]([C:22]2[CH:21]=[C:20]([C:26]3[CH:31]=[CH:30][C:29]([O:32][C:33]([F:36])([F:35])[F:34])=[CH:28][CH:27]=3)[S:19][C:18]=2[NH:17][C:15]([NH:14][C:3]2[C:4]([Cl:13])=[CH:5][C:6]([O:8][C:9]([F:12])([F:11])[F:10])=[CH:7][C:2]=2[Cl:1])=[O:16])=[O:24])[C:73]([O:75][CH3:76])=[O:74])[CH2:82][CH2:81][CH2:80][CH2:79][CH2:78]1. The catalyst class is: 3. (2) Reactant: [CH3:1][C:2]1[N:3]([C:20]([O:22][C:23]([CH3:26])([CH3:25])[CH3:24])=[O:21])[N:4]=[C:5]2[C:14]3[CH:13]=[C:12]4[CH2:15][CH2:16][CH2:17][CH2:18][C:11]4=[CH:10][C:9]=3[NH:8][C:7](=[O:19])[C:6]=12.C(=O)([O-])[O-].[Cs+].[Cs+].[CH2:33]([CH:35]1[O:37][CH2:36]1)Br. Product: [CH3:1][C:2]1[N:3]([C:20]([O:22][C:23]([CH3:26])([CH3:25])[CH3:24])=[O:21])[N:4]=[C:5]2[C:14]3[CH:13]=[C:12]4[CH2:15][CH2:16][CH2:17][CH2:18][C:11]4=[CH:10][C:9]=3[N:8]([CH2:33][CH:35]3[CH2:36][O:37]3)[C:7](=[O:19])[C:6]=12. The catalyst class is: 3. (3) Reactant: [CH3:1][C:2]1[C:3]([NH:22][C:23](=[O:31])[CH2:24][CH:25]2[CH2:30][CH2:29][CH2:28][CH2:27][CH2:26]2)=[C:4]2[C:9](=[CH:10][CH:11]=1)[N:8]=[C:7]([N:12]1[CH2:16][CH2:15][C@@H:14](OS(C)(=O)=O)[CH2:13]1)[CH:6]=[CH:5]2.[NH2:32][CH2:33][CH2:34][OH:35]. Product: [OH:35][CH2:34][CH2:33][NH:32][C@H:14]1[CH2:15][CH2:16][N:12]([C:7]2[CH:6]=[CH:5][C:4]3[C:9](=[CH:10][CH:11]=[C:2]([CH3:1])[C:3]=3[NH:22][C:23](=[O:31])[CH2:24][CH:25]3[CH2:30][CH2:29][CH2:28][CH2:27][CH2:26]3)[N:8]=2)[CH2:13]1. The catalyst class is: 10. (4) Reactant: [F:1][C:2]1[CH:7]=[CH:6][C:5]([F:8])=[CH:4][C:3]=1[CH2:9][C:10]([N:12]1[C:20]2[C:15](=[CH:16][C:17]([C:21]3[C:25]4[C:26]([NH2:30])=[N:27][CH:28]=[CH:29][C:24]=4[S:23][CH:22]=3)=[CH:18][CH:19]=2)[CH2:14][CH2:13]1)=[O:11].C1C(=O)N([I:38])C(=O)C1.O. Product: [F:1][C:2]1[CH:7]=[CH:6][C:5]([F:8])=[CH:4][C:3]=1[CH2:9][C:10]([N:12]1[C:20]2[C:15](=[CH:16][C:17]([C:21]3[C:25]4[C:26]([NH2:30])=[N:27][CH:28]=[C:29]([I:38])[C:24]=4[S:23][CH:22]=3)=[CH:18][CH:19]=2)[CH2:14][CH2:13]1)=[O:11]. The catalyst class is: 3. (5) Product: [S:1]1[C:5]2[CH:6]=[C:7]([N:10]3[CH2:14][CH2:13][N:12]([C:15]4[CH:16]=[N:17][CH:18]=[CH:19][C:20]=4[CH2:21][NH:44][C:41]4[CH:40]=[C:39]([CH3:38])[NH:43][N:42]=4)[C:11]3=[O:23])[CH:8]=[CH:9][C:4]=2[N:3]=[CH:2]1. Reactant: [S:1]1[C:5]2[CH:6]=[C:7]([N:10]3[CH2:14][CH2:13][N:12]([C:15]4[CH:16]=[N:17][CH:18]=[CH:19][C:20]=4[CH:21]=O)[C:11]3=[O:23])[CH:8]=[CH:9][C:4]=2[N:3]=[CH:2]1.[BH-](OC(C)=O)(OC(C)=O)OC(C)=O.[Na+].[CH3:38][C:39]1[NH:43][N:42]=[C:41]([NH2:44])[CH:40]=1. The catalyst class is: 15.